Dataset: Full USPTO retrosynthesis dataset with 1.9M reactions from patents (1976-2016). Task: Predict the reactants needed to synthesize the given product. (1) The reactants are: [CH:1]1[CH:6]=[CH:5][C:4]([CH2:7][C@@H:8](NC(OCC2C=CC=CC=2)=O)[C:9]([OH:11])=[O:10])=[CH:3][CH:2]=1.C(N1CCN(CCO)CC1)(OC(C)(C)C)=O.[S:39]1C(C2OC(=O)C3(CCCC3)N=2)=CC2C=CC=CC1=2. Given the product [S:39]1[C:8]([C:9]([OH:11])=[O:10])=[CH:7][C:4]2[CH:3]=[CH:2][CH:1]=[CH:6][C:5]1=2, predict the reactants needed to synthesize it. (2) The reactants are: Br[CH:2]([CH2:11][C:12]1[CH:17]=[CH:16][CH:15]=[CH:14][CH:13]=1)[C:3]([C:5]1[CH:10]=[CH:9][CH:8]=[CH:7][CH:6]=1)=O.[NH2:18][C:19]([NH2:21])=[S:20]. Given the product [CH2:11]([C:2]1[S:20][C:19]([NH2:21])=[N:18][C:3]=1[C:5]1[CH:10]=[CH:9][CH:8]=[CH:7][CH:6]=1)[C:12]1[CH:17]=[CH:16][CH:15]=[CH:14][CH:13]=1, predict the reactants needed to synthesize it. (3) Given the product [F:1][C:2]1[CH:3]=[CH:4][C:5]2[N:9]=[C:8]([C@@H:10]([NH:13][C:23]3[N:31]=[CH:30][N:29]=[C:28]4[C:24]=3[N:25]=[CH:26][N:27]4[CH:32]3[CH2:37][CH2:36][CH2:35][CH2:34][O:33]3)[CH2:11][CH3:12])[N:7]([C:14]3[CH:15]=[N:16][CH:17]=[C:18]([F:20])[CH:19]=3)[C:6]=2[CH:21]=1, predict the reactants needed to synthesize it. The reactants are: [F:1][C:2]1[CH:3]=[CH:4][C:5]2[N:9]=[C:8]([C@@H:10]([NH2:13])[CH2:11][CH3:12])[N:7]([C:14]3[CH:15]=[N:16][CH:17]=[C:18]([F:20])[CH:19]=3)[C:6]=2[CH:21]=1.Cl[C:23]1[N:31]=[CH:30][N:29]=[C:28]2[C:24]=1[N:25]=[CH:26][N:27]2[CH:32]1[CH2:37][CH2:36][CH2:35][CH2:34][O:33]1.CCN(C(C)C)C(C)C.